Dataset: Forward reaction prediction with 1.9M reactions from USPTO patents (1976-2016). Task: Predict the product of the given reaction. (1) Given the reactants Cl.[NH2:2][C:3]1[CH:4]=[C:5]2[C:9](=[CH:10][CH:11]=1)[N:8]([C:12]1[CH:17]=[CH:16][C:15]([NH:18][C:19]([N:21]([C:23]3[CH:28]=[CH:27][C:26]([Cl:29])=[C:25]([C:30]([F:33])([F:32])[F:31])[CH:24]=3)[OH:22])=[O:20])=[CH:14][CH:13]=1)[CH:7]=[CH:6]2.Cl[C:35]([O:37][CH2:38][CH2:39][O:40][CH3:41])=[O:36], predict the reaction product. The product is: [CH3:41][O:40][CH2:39][CH2:38][O:37][C:35](=[O:36])[NH:2][C:3]1[CH:4]=[C:5]2[C:9](=[CH:10][CH:11]=1)[N:8]([C:12]1[CH:13]=[CH:14][C:15]([NH:18][C:19]([N:21]([C:23]3[CH:28]=[CH:27][C:26]([Cl:29])=[C:25]([C:30]([F:33])([F:32])[F:31])[CH:24]=3)[OH:22])=[O:20])=[CH:16][CH:17]=1)[CH:7]=[CH:6]2. (2) Given the reactants [OH-:1].[Na+].[CH3:3][S:4][C:5]1[CH:10]=[CH:9][C:8]([OH:11])=[CH:7][CH:6]=1.[OH:12]O.[OH:14]S([O-])=O.[Na+], predict the reaction product. The product is: [CH3:3][S:4]([C:5]1[CH:10]=[CH:9][C:8]([OH:11])=[CH:7][CH:6]=1)=[O:14].[CH3:3][S:4]([C:5]1[CH:10]=[CH:9][C:8]([OH:11])=[CH:7][CH:6]=1)(=[O:12])=[O:1]. (3) The product is: [C:1]([O:5][C:6](=[O:32])[N:7]([CH:9]1[CH2:14][CH2:13][CH:12]([N:15]([C:39]([C:38]2[S:37][C:36]3[CH:42]=[CH:43][CH:44]=[CH:45][C:35]=3[C:34]=2[Cl:33])=[O:40])[CH2:16][C:17]2[CH:18]=[C:19]([C:25]3[CH:30]=[CH:29][C:28]([Cl:31])=[CH:27][CH:26]=3)[CH:20]=[CH:21][C:22]=2[O:23][CH3:24])[CH2:11][CH2:10]1)[CH3:8])([CH3:4])([CH3:2])[CH3:3]. Given the reactants [C:1]([O:5][C:6](=[O:32])[N:7]([CH:9]1[CH2:14][CH2:13][CH:12]([NH:15][CH2:16][C:17]2[CH:18]=[C:19]([C:25]3[CH:30]=[CH:29][C:28]([Cl:31])=[CH:27][CH:26]=3)[CH:20]=[CH:21][C:22]=2[O:23][CH3:24])[CH2:11][CH2:10]1)[CH3:8])([CH3:4])([CH3:3])[CH3:2].[Cl:33][C:34]1[C:35]2[CH:45]=[CH:44][CH:43]=[CH:42][C:36]=2[S:37][C:38]=1[C:39](Cl)=[O:40], predict the reaction product. (4) Given the reactants [Cl:1][C:2]1[CH:9]=[C:8]([C:10]([CH3:13])([CH3:12])[CH3:11])[CH:7]=[CH:6][C:3]=1[CH2:4][OH:5], predict the reaction product. The product is: [Cl:1][C:2]1[CH:9]=[C:8]([C:10]([CH3:13])([CH3:12])[CH3:11])[CH:7]=[CH:6][C:3]=1[CH:4]=[O:5]. (5) Given the reactants [CH3:1][N:2]([CH3:21])[C:3](=[O:20])[C:4]1[CH:9]=[CH:8][C:7]([N:10]2[CH:19]=[C:18]3[C:12]([CH2:13][CH2:14][NH:15][CH2:16][CH2:17]3)=[N:11]2)=[CH:6][CH:5]=1.[CH3:22][CH:23]([CH3:26])[CH:24]=O.C(O[BH-](OC(=O)C)OC(=O)C)(=O)C.[Na+], predict the reaction product. The product is: [CH3:1][N:2]([CH3:21])[C:3](=[O:20])[C:4]1[CH:9]=[CH:8][C:7]([N:10]2[CH:19]=[C:18]3[C:12]([CH2:13][CH2:14][N:15]([CH2:22][CH:23]([CH3:26])[CH3:24])[CH2:16][CH2:17]3)=[N:11]2)=[CH:6][CH:5]=1. (6) Given the reactants [O:1]1[C:5]2[CH:6]=[CH:7][C:8]([CH2:10][NH:11][C:12]([C:14]3[CH:15]=[C:16]4[C:21](=[CH:22][CH:23]=3)[N:20]([CH3:24])[C:19](=[O:25])[NH:18][C:17]4=[O:26])=[O:13])=[CH:9][C:4]=2[O:3][CH2:2]1.CN(C=O)C.C([O-])([O-])=O.[K+].[K+].[CH2:38](Br)[CH:39]=[CH:40][C:41]1[CH:46]=[CH:45][CH:44]=[CH:43][CH:42]=1, predict the reaction product. The product is: [O:1]1[C:5]2[CH:6]=[CH:7][C:8]([CH2:10][NH:11][C:12]([C:14]3[CH:15]=[C:16]4[C:21](=[CH:22][CH:23]=3)[N:20]([CH3:24])[C:19](=[O:25])[N:18]([CH2:38]/[CH:39]=[CH:40]/[C:41]3[CH:46]=[CH:45][CH:44]=[CH:43][CH:42]=3)[C:17]4=[O:26])=[O:13])=[CH:9][C:4]=2[O:3][CH2:2]1.